This data is from Full USPTO retrosynthesis dataset with 1.9M reactions from patents (1976-2016). The task is: Predict the reactants needed to synthesize the given product. (1) Given the product [F:1][C:2]1[CH:3]=[C:4]2[C:9](=[CH:10][CH:11]=1)[N:8]=[C:7]([CH3:12])[CH:6]=[C:5]2[C:13]([Cl:17])=[O:15], predict the reactants needed to synthesize it. The reactants are: [F:1][C:2]1[CH:3]=[C:4]2[C:9](=[CH:10][CH:11]=1)[N:8]=[C:7]([CH3:12])[CH:6]=[C:5]2[C:13]([OH:15])=O.P(Cl)(Cl)(Cl)(Cl)[Cl:17]. (2) Given the product [CH:39]1([CH:45]=[N:20][NH:19][C:17]2[N:16]=[C:15]3[C:11]([N:12]=[CH:13][N:14]3[C@@H:21]3[CH2:25][C@H:24]([NH:26][C:27](=[O:30])[CH2:28][CH3:29])[C@@H:23]([OH:31])[C@H:22]3[OH:32])=[C:10]([NH:9][CH2:8][CH:7]([C:1]3[CH:2]=[CH:3][CH:4]=[CH:5][CH:6]=3)[C:33]3[CH:38]=[CH:37][CH:36]=[CH:35][CH:34]=3)[N:18]=2)[CH2:44][CH2:43][CH2:42][CH2:41][CH2:40]1, predict the reactants needed to synthesize it. The reactants are: [C:1]1([CH:7]([C:33]2[CH:38]=[CH:37][CH:36]=[CH:35][CH:34]=2)[CH2:8][NH:9][C:10]2[N:18]=[C:17]([NH:19][NH2:20])[N:16]=[C:15]3[C:11]=2[N:12]=[CH:13][N:14]3[C@@H:21]2[CH2:25][C@H:24]([NH:26][C:27](=[O:30])[CH2:28][CH3:29])[C@@H:23]([OH:31])[C@H:22]2[OH:32])[CH:6]=[CH:5][CH:4]=[CH:3][CH:2]=1.[CH:39]1([CH:45]=O)[CH2:44][CH2:43][CH2:42][CH2:41][CH2:40]1. (3) Given the product [OH:19][C:18]1[CH:17]=[CH:16][C:15]([C:1]23[CH2:10][CH:5]4[CH2:6][CH:7]([CH2:9][C:3]([C:24]5[CH:25]=[CH:26][C:27]([OH:34])=[C:22]([CH3:32])[CH:23]=5)([CH2:4]4)[CH2:2]2)[CH2:8]3)=[CH:14][C:13]=1[CH3:20], predict the reactants needed to synthesize it. The reactants are: [C:1]12(O)[CH2:10][CH:5]3[CH2:6][CH:7]([CH2:9][C:3](O)([CH2:4]3)[CH2:2]1)[CH2:8]2.[C:13]1([CH3:20])[C:18]([OH:19])=[CH:17][CH:16]=[CH:15][CH:14]=1.O.[C:22]1([CH3:32])[CH:27]=[CH:26][C:25](S(O)(=O)=O)=[CH:24][CH:23]=1.P(=O)(O)(O)[OH:34].[OH-].[Na+]. (4) Given the product [CH3:10][C:7]1[CH:8]=[CH:9][C:4]([C:3]2[NH:14][C:25](=[O:27])[O:1][N:2]=2)=[CH:5][C:6]=1[N+:11]([O-:13])=[O:12], predict the reactants needed to synthesize it. The reactants are: [OH:1][N:2]=[C:3]([NH2:14])[C:4]1[CH:9]=[CH:8][C:7]([CH3:10])=[C:6]([N+:11]([O-:13])=[O:12])[CH:5]=1.CCN(C(C)C)C(C)C.Cl[C:25](Cl)([O:27]C(=O)OC(Cl)(Cl)Cl)Cl.O.